Dataset: Reaction yield outcomes from USPTO patents with 853,638 reactions. Task: Predict the reaction yield, written as a fraction of the theoretical maximum amount of product (1.0 means a 100% yield; for example, 0.34 means a 34% yield). (1) The reactants are [F:1][C:2]1[CH:3]=[C:4]([C@H:8]2[CH2:12][CH2:11][CH2:10][N:9]2[C:13]2[CH:18]=[CH:17][N:16]3[N:19]=[CH:20][C:21]([C:22]([OH:24])=O)=[C:15]3[N:14]=2)[CH:5]=[N:6][CH:7]=1.[CH3:25][C:26]([NH2:29])([CH3:28])[CH3:27]. No catalyst specified. The product is [C:26]([NH:29][C:22]([C:21]1[CH:20]=[N:19][N:16]2[CH:17]=[CH:18][C:13]([N:9]3[CH2:10][CH2:11][CH2:12][C@@H:8]3[C:4]3[CH:5]=[N:6][CH:7]=[C:2]([F:1])[CH:3]=3)=[N:14][C:15]=12)=[O:24])([CH3:28])([CH3:27])[CH3:25]. The yield is 0.670. (2) The reactants are [OH:1][C:2]1[CH:3]=[N:4][CH:5]=[CH:6][CH:7]=1.[H-].[Na+].[Cl:10][CH2:11][CH2:12][CH2:13]I.O. The catalyst is CN(C)C=O.[Na+].[Cl-]. The product is [Cl:10][CH2:11][CH2:12][CH2:13][O:1][C:2]1[CH:3]=[N:4][CH:5]=[CH:6][CH:7]=1. The yield is 0.873. (3) The reactants are [CH2:1]([C:3]1[S:29][C:6]2[N:7]([CH2:13][C:14]3[CH:19]=[CH:18][C:17]([C:20]4[C:21]([C:26]#[N:27])=[CH:22][CH:23]=[CH:24][CH:25]=4)=[C:16]([F:28])[CH:15]=3)[C:8](=[O:12])[NH:9][C:10](=[O:11])[C:5]=2[CH:4]=1)[CH3:2].Br[CH2:31][C:32]([C:34]1[CH:39]=[CH:38][C:37]([O:40][CH3:41])=[CH:36][CH:35]=1)=[O:33].CN(C)C=O.[H-].[Na+]. The catalyst is C(OCC)(=O)C. The product is [CH2:1]([C:3]1[S:29][C:6]2[N:7]([CH2:13][C:14]3[CH:19]=[CH:18][C:17]([C:20]4[C:21]([C:26]#[N:27])=[CH:22][CH:23]=[CH:24][CH:25]=4)=[C:16]([F:28])[CH:15]=3)[C:8](=[O:12])[N:9]([CH2:31][C:32]([C:34]3[CH:39]=[CH:38][C:37]([O:40][CH3:41])=[CH:36][CH:35]=3)=[O:33])[C:10](=[O:11])[C:5]=2[CH:4]=1)[CH3:2]. The yield is 0.860. (4) The reactants are Br[C:2]1[CH:23]=[CH:22][C:5]([C:6]([NH:8][S:9]([C:12]2[CH:17]=[CH:16][CH:15]=[CH:14][C:13]=2[S:18](=[O:21])(=[O:20])[NH2:19])(=[O:11])=[O:10])=[O:7])=[CH:4][C:3]=1[O:24][CH2:25][CH2:26][C:27]([F:30])([F:29])[F:28].[CH:31]1([C:36]#[CH:37])[CH2:35][CH2:34][CH2:33][CH2:32]1. No catalyst specified. The product is [CH:31]1([C:36]#[C:37][C:2]2[CH:23]=[CH:22][C:5]([C:6]([NH:8][S:9]([C:12]3[CH:17]=[CH:16][CH:15]=[CH:14][C:13]=3[S:18](=[O:21])(=[O:20])[NH2:19])(=[O:11])=[O:10])=[O:7])=[CH:4][C:3]=2[O:24][CH2:25][CH2:26][C:27]([F:30])([F:29])[F:28])[CH2:35][CH2:34][CH2:33][CH2:32]1. The yield is 0.260. (5) The reactants are [Br:1][C:2]1[CH:3]=[C:4]([OH:8])[CH:5]=[CH:6][CH:7]=1.C(=O)([O-])[O-].[K+].[K+].[CH2:15](Br)[C:16]1[CH:21]=[CH:20][CH:19]=[CH:18][CH:17]=1. The catalyst is CC(C)=O. The product is [CH2:15]([O:8][C:4]1[CH:3]=[C:2]([Br:1])[CH:7]=[CH:6][CH:5]=1)[C:16]1[CH:21]=[CH:20][CH:19]=[CH:18][CH:17]=1. The yield is 0.590. (6) The reactants are [C:1]([C:5]1[CH:14]=[CH:13][C:12]([NH2:15])=[CH:11][C:6]=1[C:7](OC)=[O:8])([CH3:4])([CH3:3])[CH3:2].[H-].[H-].[H-].[H-].[Li+].[Al+3]. The catalyst is C1COCC1.O. The product is [C:1]([C:5]1[CH:14]=[CH:13][C:12]([NH2:15])=[CH:11][C:6]=1[CH2:7][OH:8])([CH3:4])([CH3:2])[CH3:3]. The yield is 0.200. (7) The reactants are Cl.[F:2][C:3]1[CH:4]=[CH:5][CH:6]=[C:7]2[C:12]=1[NH:11][C:10](=[O:13])[C:9]([CH:14]1[CH2:19][CH2:18][NH:17][CH2:16][CH2:15]1)=[CH:8]2.[Cl:20][C:21]1[C:29]2[NH:28][N:27]=[CH:26][C:25]=2[C:24]2[CH2:30][N:31]([CH2:56][C:57]([CH3:60])([CH3:59])[CH3:58])[C:32](=[O:55])[C@H:33]([CH2:35][C:36](=[O:54])N3CCC(N4CC5C(=CC=CC=5)NC4=O)CC3)[CH2:34][C:23]=2[CH:22]=1. No catalyst specified. The product is [Cl:20][C:21]1[C:29]2[NH:28][N:27]=[CH:26][C:25]=2[C:24]2[CH2:30][N:31]([CH2:56][C:57]([CH3:60])([CH3:59])[CH3:58])[C:32](=[O:55])[C@H:33]([CH2:35][C:36]([N:17]3[CH2:18][CH2:19][CH:14]([C:9]4[C:10](=[O:13])[NH:11][C:12]5[C:7]([CH:8]=4)=[CH:6][CH:5]=[CH:4][C:3]=5[F:2])[CH2:15][CH2:16]3)=[O:54])[CH2:34][C:23]=2[CH:22]=1. The yield is 0.360.